Predict the reactants needed to synthesize the given product. From a dataset of Full USPTO retrosynthesis dataset with 1.9M reactions from patents (1976-2016). (1) Given the product [CH3:1][O:2][C:3](=[O:54])[NH:4][CH:5]([C:60]([N:62]1[CH2:66][CH2:65][CH2:64][CH:63]1[C:67]1[NH:68][C:69]([C:72]2[CH:84]=[CH:83][C:82]3[C:81]4[C:76](=[CH:77][C:78]([C:85]5[NH:86][C:87]([CH:90]6[CH2:94][CH2:93][CH2:92][N:91]6[C:9](=[O:10])[CH:5]([NH:4][C:3]([O:2][CH3:1])=[O:54])[CH:6]([CH3:8])[CH3:7])=[N:88][CH:89]=5)=[CH:79][CH:80]=4)[CH2:75][C:74]=3[CH:73]=2)=[CH:70][N:71]=1)=[O:59])[CH:6]([CH3:8])[CH3:7], predict the reactants needed to synthesize it. The reactants are: [CH3:1][O:2][C:3](=[O:54])[NH:4][CH:5]([C:9](N1CCC(C2NC(C3C=CC(C4C=CC(C5NC(C6CCCN6[C:9](=[O:10])[CH:5]([NH:4][C:3]([O:2][CH3:1])=[O:54])[CH:6]([CH3:8])[CH3:7])=NC=5)=CC=4)=CC=3)=CN=2)C1)=[O:10])[CH:6]([CH3:8])[CH3:7].C([O:59][C:60]([N:62]1[CH2:66][CH2:65][CH2:64][CH:63]1[C:67]1[NH:68][C:69]([C:72]2[CH2:73][C:74]3[C:82](=[CH:83][CH:84]=2)[C:81]2[C:76](=[CH:77][C:78]([C:85]4[NH:86][C:87]([CH:90]5[CH2:94][CH2:93][CH2:92][N:91]5C(OC(C)(C)C)=O)=[N:88][CH:89]=4)=[CH:79][CH:80]=2)[CH:75]=3)=[CH:70][N:71]=1)=O)(C)(C)C. (2) Given the product [F:21][C:22]1[CH:27]=[CH:26][C:25]([C:2]2[C:11]([CH2:12][CH2:13][CH3:14])=[CH:10][C:9]3[C:4](=[CH:5][CH:6]=[C:7]([O:15][CH3:16])[CH:8]=3)[C:3]=2[O:17][CH2:18][O:19][CH3:20])=[CH:24][CH:23]=1, predict the reactants needed to synthesize it. The reactants are: Br[C:2]1[C:11]([CH2:12][CH2:13][CH3:14])=[CH:10][C:9]2[C:4](=[CH:5][CH:6]=[C:7]([O:15][CH3:16])[CH:8]=2)[C:3]=1[O:17][CH2:18][O:19][CH3:20].[F:21][C:22]1[CH:27]=[CH:26][C:25](B(O)O)=[CH:24][CH:23]=1.C(=O)([O-])[O-].[Na+].[Na+]. (3) Given the product [OH:14][C:8]1[CH:7]=[CH:6][C:5]([S:2]([N:15]2[CH2:19][CH2:18][CH2:17][CH2:16]2)(=[O:4])=[O:3])=[CH:13][C:9]=1[C:10]([OH:12])=[O:11], predict the reactants needed to synthesize it. The reactants are: Cl[S:2]([C:5]1[CH:6]=[CH:7][C:8]([OH:14])=[C:9]([CH:13]=1)[C:10]([OH:12])=[O:11])(=[O:4])=[O:3].[NH:15]1[CH2:19][CH2:18][CH2:17][CH2:16]1.Cl.